This data is from Full USPTO retrosynthesis dataset with 1.9M reactions from patents (1976-2016). The task is: Predict the reactants needed to synthesize the given product. (1) Given the product [C:15]([O:19][C:20]([N:22]1[CH2:27][CH2:26][N:25]([C:9]2[CH:10]=[N:11][CH:12]=[CH:13][CH:14]=2)[CH2:24][CH2:23]1)=[O:21])([CH3:18])([CH3:16])[CH3:17], predict the reactants needed to synthesize it. The reactants are: C1(C)C=CC=CC=1.Br[C:9]1[CH:10]=[N:11][CH:12]=[CH:13][CH:14]=1.[C:15]([O:19][C:20]([N:22]1[CH2:27][CH2:26][NH:25][CH2:24][CH2:23]1)=[O:21])([CH3:18])([CH3:17])[CH3:16].CC(C)([O-])C.[K+]. (2) Given the product [Cl:1][C:2]1[CH:3]=[C:4]2[C:8](=[CH:9][CH:10]=1)[N:7]([C:11]1[N:15]([CH3:16])[N:14]=[C:13]([CH3:17])[C:12]=1/[CH:18]=[CH:23]/[C:21](=[O:22])[C:20]([OH:25])=[O:24])[CH:6]=[CH:5]2, predict the reactants needed to synthesize it. The reactants are: [Cl:1][C:2]1[CH:3]=[C:4]2[C:8](=[CH:9][CH:10]=1)[N:7]([C:11]1[N:15]([CH3:16])[N:14]=[C:13]([CH3:17])[C:12]=1[CH:18]=O)[CH:6]=[CH:5]2.[C:20]([OH:25])(=[O:24])[C:21]([CH3:23])=[O:22].C(=O)([O-])[O-].[Na+].[Na+]. (3) Given the product [F:53][C:28]1[CH:27]=[C:26]([O:25][C:24]2[CH:54]=[CH:55][C:56]([CH3:58])=[CH:57][C:23]=2[C:20]2[CH:21]=[CH:22][C:17]3[O:16][C:15](=[O:59])[NH:14][C:18]=3[CH:19]=2)[C:31]([F:32])=[CH:30][C:29]=1[S:33]([NH:36][C:37]1[S:41][N:40]=[CH:39][N:38]=1)(=[O:34])=[O:35], predict the reactants needed to synthesize it. The reactants are: C([N:14]1[C:18]2[CH:19]=[C:20]([C:23]3[CH:57]=[C:56]([CH3:58])[CH:55]=[CH:54][C:24]=3[O:25][C:26]3[C:31]([F:32])=[CH:30][C:29]([S:33]([N:36](CC4C=CC(OC)=CC=4OC)[C:37]4[S:41][N:40]=[CH:39][N:38]=4)(=[O:35])=[O:34])=[C:28]([F:53])[CH:27]=3)[CH:21]=[CH:22][C:17]=2[O:16][C:15]1=[O:59])(C1C=CC=CC=1)C1C=CC=CC=1.C([SiH](CC)CC)C.FC(F)(F)S(O)(=O)=O. (4) Given the product [Cl:17][C:18]1[CH:23]=[CH:22][C:21]([C:2]2[CH:3]=[C:4]([C:14]([OH:16])=[O:15])[CH:5]=[N:6][C:7]=2[O:8][CH2:9][C:10]([F:13])([F:12])[F:11])=[CH:20][C:19]=1[F:27], predict the reactants needed to synthesize it. The reactants are: Br[C:2]1[CH:3]=[C:4]([C:14]([OH:16])=[O:15])[CH:5]=[N:6][C:7]=1[O:8][CH2:9][C:10]([F:13])([F:12])[F:11].[Cl:17][C:18]1[CH:23]=[CH:22][C:21](B(O)O)=[CH:20][C:19]=1[F:27].C(=O)([O-])[O-].[Na+].[Na+].Cl. (5) Given the product [Cl:1][C:2]1[CH:3]=[C:4]([NH:9][C:10]2[C:19]3[C:14](=[CH:15][C:16]([C:32]#[C:33][C@@H:61]4[CH2:65][CH2:64][CH2:63][O:62]4)=[C:17]([NH:20][C:21]([CH2:23][P:24](=[O:31])([O:25][CH2:26][CH3:27])[O:28][CH2:29][CH3:30])=[O:22])[CH:18]=3)[N:13]=[CH:12][N:11]=2)[CH:5]=[CH:6][C:7]=1[F:8], predict the reactants needed to synthesize it. The reactants are: [Cl:1][C:2]1[CH:3]=[C:4]([NH:9][C:10]2[C:19]3[C:14](=[CH:15][C:16]([C:32]#[C:33]C4CCOC4)=[C:17]([NH:20][C:21]([CH2:23][P:24](=[O:31])([O:28][CH2:29][CH3:30])[O:25][CH2:26][CH3:27])=[O:22])[CH:18]=3)[N:13]=[CH:12][N:11]=2)[CH:5]=[CH:6][C:7]=1[F:8].ClC1C=C(NC2C3C(=CC(C#C[C@@H:61]4[CH2:65][CH2:64][CH2:63][O:62]4)=C(N)C=3)N=CN=2)C=CC=1F. (6) Given the product [NH2:21][C@@H:11]([CH2:12][NH2:13])[CH2:10][CH2:9][CH2:8][C:5]1[CH:4]=[CH:3][C:2]([O:1][CH2:32][C:33]([N:35]2[CH2:40][CH2:39][O:38][CH2:37][CH2:36]2)=[O:34])=[CH:7][CH:6]=1, predict the reactants needed to synthesize it. The reactants are: [OH:1][C:2]1[CH:7]=[CH:6][C:5]([CH2:8][CH2:9][CH2:10][C@@H:11]([NH:21]C(=O)[O-])[CH2:12][NH:13]C(=O)OC(C)(C)C)=[CH:4][CH:3]=1.C([O-])([O-])=O.[Cs+].[Cs+].Br[CH2:32][C:33]([N:35]1[CH2:40][CH2:39][O:38][CH2:37][CH2:36]1)=[O:34].Cl.